This data is from Peptide-MHC class I binding affinity with 185,985 pairs from IEDB/IMGT. The task is: Regression. Given a peptide amino acid sequence and an MHC pseudo amino acid sequence, predict their binding affinity value. This is MHC class I binding data. (1) The peptide sequence is LAYEHDVPI. The MHC is HLA-C12:03 with pseudo-sequence HLA-C12:03. The binding affinity (normalized) is 0.677. (2) The peptide sequence is FVAEGDALV. The MHC is HLA-B08:02 with pseudo-sequence HLA-B08:02. The binding affinity (normalized) is 0.0847. (3) The peptide sequence is VPVLEKKVCA. The MHC is HLA-B35:01 with pseudo-sequence HLA-B35:01. The binding affinity (normalized) is 0.173.